Predict the reaction yield, written as a fraction of the theoretical maximum amount of product (1.0 means a 100% yield; for example, 0.34 means a 34% yield). From a dataset of Reaction yield outcomes from USPTO patents with 853,638 reactions. (1) The reactants are [OH:1][C@H:2]1[CH2:7][C@H:6]([CH3:8])[CH2:5][CH2:4][C@H:3]1[C:9]([OH:11])=[O:10].N1C=CC=CC=1.[C:18](OC(=O)C)(=[O:20])[CH3:19]. The catalyst is ClCCl. The product is [C:18]([O:1][C@H:2]1[CH2:7][C@H:6]([CH3:8])[CH2:5][CH2:4][C@H:3]1[C:9]([OH:11])=[O:10])(=[O:20])[CH3:19]. The yield is 0.530. (2) The reactants are [NH2:1][C:2]1[CH:3]=[C:4]([C:8]2[N:9]([CH3:26])[C:10](=[O:25])[C:11]([O:18]C(=O)C(C)(C)C)=[C:12]([C:14]([O:16]C)=[O:15])[N:13]=2)[CH:5]=[CH:6][CH:7]=1.[C:27]1([C:36]2[CH:41]=[CH:40][CH:39]=[CH:38][CH:37]=2)[C:28]([N:33]=[C:34]=[O:35])=[CH:29][CH:30]=[CH:31][CH:32]=1. The catalyst is C(Cl)(Cl)Cl. The product is [C:27]1([C:36]2[CH:41]=[CH:40][CH:39]=[CH:38][CH:37]=2)[CH:32]=[CH:31][CH:30]=[CH:29][C:28]=1[NH:33][C:34]([NH:1][C:2]1[CH:3]=[C:4]([C:8]2[N:9]([CH3:26])[C:10](=[O:25])[C:11]([OH:18])=[C:12]([C:14]([OH:16])=[O:15])[N:13]=2)[CH:5]=[CH:6][CH:7]=1)=[O:35]. The yield is 0.600. (3) The reactants are [NH2:1][C@@H:2]([C:4]([O:6][C:7]([CH3:10])([CH3:9])[CH3:8])=[O:5])[CH3:3].CCN(C(C)C)C(C)C.[Br:20][C:21]1[CH:22]=[N:23][C:24]([C:27]2[CH:32]=[CH:31][C:30]([CH2:33][C@H:34]([NH:38][C:39]([C:41]3[S:42][C:43]([C:46]([CH3:49])([CH3:48])[CH3:47])=[CH:44][CH:45]=3)=[O:40])[C:35](O)=[O:36])=[CH:29][CH:28]=2)=[N:25][CH:26]=1.CN(C(ON1N=NC2C=CC=NC1=2)=[N+](C)C)C.F[P-](F)(F)(F)(F)F. The catalyst is CN(C=O)C. The product is [Br:20][C:21]1[CH:26]=[N:25][C:24]([C:27]2[CH:28]=[CH:29][C:30]([CH2:33][C@H:34]([NH:38][C:39]([C:41]3[S:42][C:43]([C:46]([CH3:49])([CH3:48])[CH3:47])=[CH:44][CH:45]=3)=[O:40])[C:35]([NH:1][C@@H:2]([C:4]([O:6][C:7]([CH3:10])([CH3:9])[CH3:8])=[O:5])[CH3:3])=[O:36])=[CH:31][CH:32]=2)=[N:23][CH:22]=1. The yield is 0.940. (4) The reactants are Cl.[NH:2]1[CH2:7][CH2:6][CH:5]([N:8]2[C:17](=[O:18])[CH2:16][C:15]3[C:10](=[CH:11][CH:12]=[CH:13][CH:14]=3)[CH2:9]2)[CH2:4][CH2:3]1.[Cl:19][C:20]1[C:28]2[NH:27][N:26]=[CH:25][C:24]=2[C:23]2[CH2:29][N:30]([CH2:55][C:56]([CH3:59])([CH3:58])[CH3:57])[C:31](=[O:54])[C@H:32]([CH2:34][C:35](=[O:53])N3CCC(N4CC5C(=CC=CC=5)NC4=O)CC3)[CH2:33][C:22]=2[CH:21]=1. No catalyst specified. The product is [Cl:19][C:20]1[C:28]2[NH:27][N:26]=[CH:25][C:24]=2[C:23]2[CH2:29][N:30]([CH2:55][C:56]([CH3:59])([CH3:58])[CH3:57])[C:31](=[O:54])[C@H:32]([CH2:34][C:35](=[O:53])[N:2]3[CH2:7][CH2:6][CH:5]([N:8]4[C:17](=[O:18])[CH2:16][C:15]5[C:10](=[CH:11][CH:12]=[CH:13][CH:14]=5)[CH2:9]4)[CH2:4][CH2:3]3)[CH2:33][C:22]=2[CH:21]=1. The yield is 0.350. (5) The catalyst is C(#N)C. The product is [Cl:26][C:24]1[CH:23]=[C:22]([C@H:27]2[CH2:31][CH2:30][N:29]([C@H:32]3[CH2:36][CH2:35][N:34]([C:37]4[CH:38]=[CH:39][C:40]([S:43]([NH:1][C:2]5[S:3][CH:4]=[CH:5][N:6]=5)(=[O:44])=[O:45])=[CH:41][CH:42]=4)[C:33]3=[O:47])[CH2:28]2)[CH:21]=[C:20]([Cl:19])[CH:25]=1. The yield is 0.280. The reactants are [NH2:1][C:2]1[S:3][CH:4]=[CH:5][N:6]=1.C(N=C(N(C)C)N(C)C)(C)(C)C.[Cl:19][C:20]1[CH:21]=[C:22]([C@H:27]2[CH2:31][CH2:30][N:29]([C@H:32]3[CH2:36][CH2:35][N:34]([C:37]4[CH:42]=[CH:41][C:40]([S:43](Cl)(=[O:45])=[O:44])=[CH:39][CH:38]=4)[C:33]3=[O:47])[CH2:28]2)[CH:23]=[C:24]([Cl:26])[CH:25]=1. (6) The reactants are [Cl:1][C:2]1[CH:3]=[C:4]([B:9]([OH:11])[OH:10])[CH:5]=[C:6]([Cl:8])[CH:7]=1.[NH:12]([CH2:16][CH2:17]O)[CH2:13][CH2:14]O. No catalyst specified. The product is [Cl:8][C:6]1[CH:5]=[C:4]([B:9]2[O:10][CH2:17][CH2:16][NH:12][CH2:13][CH2:14][O:11]2)[CH:3]=[C:2]([Cl:1])[CH:7]=1. The yield is 0.940.